From a dataset of Forward reaction prediction with 1.9M reactions from USPTO patents (1976-2016). Predict the product of the given reaction. (1) Given the reactants Cl[C:2]([O:4][CH3:5])=[O:3].C([O-])([O-])=O.[Na+].[Na+].[NH2:12][C@H:13]([C:15]([OH:17])=[O:16])[CH3:14].[OH-].[Na+], predict the reaction product. The product is: [CH3:5][O:4][C:2]([NH:12][C@H:13]([C:15]([OH:17])=[O:16])[CH3:14])=[O:3]. (2) Given the reactants COC1C=CC=CC=1.[Cl:9][C:10]1[S:25][C:13]2[O:14][C:15]3[CH:23]=[C:22]([CH3:24])[CH:21]=[CH:20][C:16]=3[NH:17][C:18](=O)[C:12]=2[CH:11]=1.CN(C)C1C=CC=CC=1.P(Cl)(Cl)([Cl:37])=O, predict the reaction product. The product is: [Cl:9][C:10]1[S:25][C:13]2[O:14][C:15]3[CH:23]=[C:22]([CH3:24])[CH:21]=[CH:20][C:16]=3[N:17]=[C:18]([Cl:37])[C:12]=2[CH:11]=1. (3) Given the reactants [C:1]([C:4]1[CH:9]=[CH:8][C:7](B(O)O)=[CH:6][CH:5]=1)(=[O:3])[CH3:2].[CH3:13][O:14][C:15](=[O:38])[C:16]1[CH:21]=[CH:20][CH:19]=[C:18]([CH2:22][N:23]([C:31]2[CH:36]=[CH:35][CH:34]=[CH:33][C:32]=2I)[C:24](=[O:30])[C:25]#[C:26][CH:27]([CH3:29])[CH3:28])[CH:17]=1, predict the reaction product. The product is: [CH3:13][O:14][C:15](=[O:38])[C:16]1[CH:21]=[CH:20][CH:19]=[C:18]([CH2:22][N:23]2[C:31]3[C:36](=[CH:35][CH:34]=[CH:33][CH:32]=3)/[C:25](=[C:26](\[C:7]3[CH:8]=[CH:9][C:4]([C:1](=[O:3])[CH3:2])=[CH:5][CH:6]=3)/[CH:27]([CH3:29])[CH3:28])/[C:24]2=[O:30])[CH:17]=1.